The task is: Predict the reactants needed to synthesize the given product.. This data is from Full USPTO retrosynthesis dataset with 1.9M reactions from patents (1976-2016). (1) Given the product [CH3:16][Si:15]([CH3:18])([CH3:17])[CH2:14][CH2:13][O:12][CH2:11][N:8]1[C:5]2=[N:6][CH:7]=[C:2]([NH2:32])[N:3]=[C:4]2[CH:10]=[CH:9]1, predict the reactants needed to synthesize it. The reactants are: Br[C:2]1[N:3]=[C:4]2[CH:10]=[CH:9][N:8]([CH2:11][O:12][CH2:13][CH2:14][Si:15]([CH3:18])([CH3:17])[CH3:16])[C:5]2=[N:6][CH:7]=1.C(=[NH:32])(C1C=CC=CC=1)C1C=CC=CC=1.C([O-])(=O)C.[Na+].Cl.NO. (2) Given the product [Cl:1][C:2]1[CH:3]=[CH:4][C:5]([CH2:8][C@H:9]([C:14]([N:16]2[CH2:17][CH2:18][N:19]([C:22]3[CH:27]=[CH:26][CH:25]=[CH:24][C:23]=3[N:28]([CH2:33][CH:34]3[CH2:36][CH2:35]3)[S:29]([CH3:32])(=[O:31])=[O:30])[CH2:20][CH2:21]2)=[O:15])[CH2:10][C:11]([N:40]2[CH2:41][CH2:42][N:37]([C:43]([O:45][C:46]([CH3:49])([CH3:48])[CH3:47])=[O:44])[CH2:38][CH2:39]2)=[O:12])=[CH:6][CH:7]=1, predict the reactants needed to synthesize it. The reactants are: [Cl:1][C:2]1[CH:7]=[CH:6][C:5]([CH2:8][C@H:9]([C:14]([N:16]2[CH2:21][CH2:20][N:19]([C:22]3[CH:27]=[CH:26][CH:25]=[CH:24][C:23]=3[N:28]([CH2:33][CH:34]3[CH2:36][CH2:35]3)[S:29]([CH3:32])(=[O:31])=[O:30])[CH2:18][CH2:17]2)=[O:15])[CH2:10][C:11](O)=[O:12])=[CH:4][CH:3]=1.[N:37]1([C:43]([O:45][C:46]([CH3:49])([CH3:48])[CH3:47])=[O:44])[CH2:42][CH2:41][NH:40][CH2:39][CH2:38]1.C1C=CC2N(O)N=NC=2C=1.C(Cl)CCl. (3) The reactants are: [CH3:1][CH2:2]/[CH:3]=[CH:4]\[CH2:5][C@H:6]1[C:10](=[O:11])[CH2:9][CH2:8][C@@H:7]1[CH2:12][C:13](O)=[O:14].[H-].[Al+3].[Li+].[H-].[H-].[H-].O. Given the product [CH2:5]([C@H:6]1[CH:10]([OH:11])[CH2:9][CH2:8][C@@H:7]1[CH2:12][CH2:13][OH:14])/[CH:4]=[CH:3]\[CH2:2][CH3:1], predict the reactants needed to synthesize it. (4) Given the product [NH2:1][C:2]1[C:7]([CH:8]=[O:9])=[C:6]([C:10]([F:13])([F:11])[F:12])[N:5]=[CH:4][C:3]=1[Br:14], predict the reactants needed to synthesize it. The reactants are: [NH2:1][C:2]1[C:7]([CH:8]=[O:9])=[C:6]([C:10]([F:13])([F:12])[F:11])[N:5]=[CH:4][CH:3]=1.[Br:14]N1C(=O)CCC1=O.O.